This data is from Reaction yield outcomes from USPTO patents with 853,638 reactions. The task is: Predict the reaction yield, written as a fraction of the theoretical maximum amount of product (1.0 means a 100% yield; for example, 0.34 means a 34% yield). (1) The reactants are [F:1][C:2]1[C:3]([C:31]2[CH:36]=[CH:35][CH:34]=[CH:33][CH:32]=2)=[C:4]([CH3:30])[C:5]([C:28]#[N:29])=[C:6]2[C:10]=1[O:9][C:8]([N:11]([CH3:27])[CH2:12][C:13]1[N:14](CC3C=CC(OC)=CC=3)[N:15]=[CH:16][N:17]=1)=[N:7]2. The catalyst is FC(F)(F)C(O)=O. The product is [F:1][C:2]1[C:3]([C:31]2[CH:36]=[CH:35][CH:34]=[CH:33][CH:32]=2)=[C:4]([CH3:30])[C:5]([C:28]#[N:29])=[C:6]2[C:10]=1[O:9][C:8]([N:11]([CH3:27])[CH2:12][C:13]1[NH:14][N:15]=[CH:16][N:17]=1)=[N:7]2. The yield is 0.970. (2) The reactants are [Br:1][C:2]1[CH:10]=[CH:9][C:8]([Br:11])=[C:7]2[C:3]=1[CH2:4][CH:5]([CH3:13])[C:6]2=O.[BH4-].[Na+].CO.OS(O)(=O)=O. The catalyst is O. The product is [Br:1][C:2]1[CH:10]=[CH:9][C:8]([Br:11])=[C:7]2[C:3]=1[CH:4]=[C:5]([CH3:13])[CH2:6]2. The yield is 0.980. (3) The catalyst is O1CCOCC1.C1C=CC(P(C2C=CC=CC=2)[C-]2C=CC=C2)=CC=1.C1C=CC(P(C2C=CC=CC=2)[C-]2C=CC=C2)=CC=1.Cl[Pd]Cl.[Fe+2]. The reactants are [CH2:1]([O:3][C:4]([C:6]1[C:11]([C:12]#[N:13])=[CH:10][CH:9]=[C:8]([O:14][C:15]2[CH:20]=[CH:19][C:18](Br)=[C:17]([CH:22]=[O:23])[CH:16]=2)[N:7]=1)=[O:5])[CH3:2].[B:24]1([B:24]2[O:28][C:27]([CH3:30])([CH3:29])[C:26]([CH3:32])([CH3:31])[O:25]2)[O:28][C:27]([CH3:30])([CH3:29])[C:26]([CH3:32])([CH3:31])[O:25]1.C([O-])(=O)C.[K+]. The yield is 0.290. The product is [CH2:1]([O:3][C:4]([C:6]1[C:11]([C:12]#[N:13])=[CH:10][CH:9]=[C:8]([O:14][C:15]2[CH:20]=[CH:19][C:18]([B:24]3[O:28][C:27]([CH3:30])([CH3:29])[C:26]([CH3:32])([CH3:31])[O:25]3)=[C:17]([CH:22]=[O:23])[CH:16]=2)[N:7]=1)=[O:5])[CH3:2]. (4) The reactants are [Si:1]([O:8][CH2:9][CH:10]1[CH2:15][CH2:14][C:13]([C:17]([C:19]2[C:24](F)=[CH:23][CH:22]=[CH:21][C:20]=2[F:26])=O)([CH3:16])[CH2:12][CH2:11]1)([C:4]([CH3:7])([CH3:6])[CH3:5])([CH3:3])[CH3:2].O.[NH2:28][NH2:29].O. No catalyst specified. The product is [Si:1]([O:8][CH2:9][CH:10]1[CH2:15][CH2:14][C:13]([C:17]2[C:19]3[C:24](=[CH:23][CH:22]=[CH:21][C:20]=3[F:26])[NH:29][N:28]=2)([CH3:16])[CH2:12][CH2:11]1)([C:4]([CH3:7])([CH3:6])[CH3:5])([CH3:3])[CH3:2]. The yield is 0.310. (5) The reactants are [CH:1]1([C@@H:4]([NH:6][CH2:7][C:8]2[CH:13]=[CH:12][C:11]([F:14])=[CH:10][CH:9]=2)[CH3:5])[CH2:3][CH2:2]1.[Br:15][CH2:16][C:17](Br)=[O:18]. The catalyst is C(Cl)Cl. The product is [Br:15][CH2:16][C:17]([N:6]([C@H:4]([CH:1]1[CH2:3][CH2:2]1)[CH3:5])[CH2:7][C:8]1[CH:13]=[CH:12][C:11]([F:14])=[CH:10][CH:9]=1)=[O:18]. The yield is 0.670. (6) The reactants are [C:1]([C:3]1[CH:4]=[C:5]([C:13]2[S:17][C:16]([C:18]3[CH:26]=[CH:25][CH:24]=[C:23]4[C:19]=3[CH2:20][CH2:21][C@@H:22]4[NH:27][S:28]([CH:31]=[CH2:32])(=[O:30])=[O:29])=[N:15][N:14]=2)[CH:6]=[CH:7][C:8]=1[O:9][CH:10]([CH3:12])[CH3:11])#[N:2].[NH:33]1[CH2:37][CH2:36][C@@H:35]([OH:38])[CH2:34]1. The catalyst is CN(C=O)C. The product is [C:1]([C:3]1[CH:4]=[C:5]([C:13]2[S:17][C:16]([C:18]3[CH:26]=[CH:25][CH:24]=[C:23]4[C:19]=3[CH2:20][CH2:21][C@@H:22]4[NH:27][S:28]([CH2:31][CH2:32][N:33]3[CH2:37][CH2:36][C@@H:35]([OH:38])[CH2:34]3)(=[O:29])=[O:30])=[N:15][N:14]=2)[CH:6]=[CH:7][C:8]=1[O:9][CH:10]([CH3:12])[CH3:11])#[N:2]. The yield is 0.560. (7) The reactants are C([O:5][C:6]([N:8]1[CH2:12][CH2:11][CH2:10][CH:9]1[C:13]1[NH:14][C:15]([C:18]2[CH:23]=[CH:22][C:21]([C:24]3[CH:29]=[CH:28][C:27](B4OC(C)(C)C(C)(C)O4)=[CH:26][C:25]=3[C:39]#[N:40])=[CH:20][CH:19]=2)=[CH:16][N:17]=1)=O)(C)(C)C.C(O[C:46]([N:48]1[CH2:52][CH2:51][CH2:50][CH:49]1[C:53]1[NH:54][C:55](Br)=[CH:56][N:57]=1)=[O:47])(C)(C)C.[C:59](=[O:62])([O-:61])[O-].[K+].[K+].[C:65](=O)(O)[O-].[Na+].Cl.[CH3:71][O:72][C:73]([NH:75][CH:76]([CH:80]([CH3:82])[CH3:81])C(O)=O)=[O:74].[CH3:83][N:84](C(ON1N=NC2C=CC=NC1=2)=[N+](C)C)C.F[P-](F)(F)(F)(F)F.CCN([CH:113]([CH3:115])[CH3:114])C(C)C. The catalyst is COCCOC.O1CCOCC1.C1C=CC([P]([Pd]([P](C2C=CC=CC=2)(C2C=CC=CC=2)C2C=CC=CC=2)([P](C2C=CC=CC=2)(C2C=CC=CC=2)C2C=CC=CC=2)[P](C2C=CC=CC=2)(C2C=CC=CC=2)C2C=CC=CC=2)(C2C=CC=CC=2)C2C=CC=CC=2)=CC=1.C1C=CC(P(C2C=CC=CC=2)[C-]2C=CC=C2)=CC=1.C1C=CC(P(C2C=CC=CC=2)[C-]2C=CC=C2)=CC=1.Cl[Pd]Cl.[Fe+2].CN(C=O)C.ClCCl. The product is [CH3:71][O:72][C:73](=[O:74])[NH:75][CH:76]([C:6]([N:8]1[CH2:12][CH2:11][CH2:10][CH:9]1[C:13]1[NH:14][C:15]([C:18]2[CH:19]=[CH:20][C:21]([C:24]3[CH:29]=[CH:28][C:27]([C:55]4[NH:54][C:53]([CH:49]5[CH2:50][CH2:51][CH2:52][N:48]5[C:46](=[O:47])[CH:83]([NH:84][C:59]([O:61][CH3:65])=[O:62])[CH:113]([CH3:114])[CH3:115])=[N:57][CH:56]=4)=[CH:26][C:25]=3[C:39]#[N:40])=[CH:22][CH:23]=2)=[CH:16][N:17]=1)=[O:5])[CH:80]([CH3:82])[CH3:81]. The yield is 0.370.